This data is from Peptide-MHC class I binding affinity with 185,985 pairs from IEDB/IMGT. The task is: Regression. Given a peptide amino acid sequence and an MHC pseudo amino acid sequence, predict their binding affinity value. This is MHC class I binding data. (1) The peptide sequence is LMQCWQLLA. The MHC is HLA-B46:01 with pseudo-sequence HLA-B46:01. The binding affinity (normalized) is 0.0847. (2) The binding affinity (normalized) is 0.0527. The MHC is HLA-A31:01 with pseudo-sequence HLA-A31:01. The peptide sequence is FVGLSPTVWL.